This data is from Full USPTO retrosynthesis dataset with 1.9M reactions from patents (1976-2016). The task is: Predict the reactants needed to synthesize the given product. (1) Given the product [CH3:18][C:15]1[CH:16]=[CH:17][C:12]([C:10]2[CH:9]=[C:4]([CH:3]=[C:2]([C:26]3[O:27][CH:28]=[CH:29][N:30]=3)[CH:11]=2)[C:5]([O:7][CH3:8])=[O:6])=[N:13][CH:14]=1, predict the reactants needed to synthesize it. The reactants are: Br[C:2]1[CH:3]=[C:4]([CH:9]=[C:10]([C:12]2[CH:17]=[CH:16][C:15]([CH3:18])=[CH:14][N:13]=2)[CH:11]=1)[C:5]([O:7][CH3:8])=[O:6].[F-].[Cs+].C([Sn](CCCC)(CCCC)[C:26]1[O:27][CH:28]=[CH:29][N:30]=1)CCC.C(=O)(O)[O-].[Na+]. (2) Given the product [C:1]([C:3]1[CH:4]=[CH:5][C:6]2[N:10]=[CH:9][N:8]([CH2:11][C@H:12]3[CH2:17][CH2:16][CH2:15][C@:14]4([O:18][C:41](=[O:42])[N:20]([CH2:21][C:22]5([CH3:34])[CH2:26][CH2:25][N:24]([C:27]([O:29][C:30]([CH3:31])([CH3:33])[CH3:32])=[O:28])[CH2:23]5)[CH2:19]4)[CH2:13]3)[C:7]=2[CH:35]=1)#[N:2], predict the reactants needed to synthesize it. The reactants are: [C:1]([C:3]1[CH:4]=[CH:5][C:6]2[N:10]=[CH:9][N:8]([CH2:11][C@H:12]3[CH2:17][CH2:16][CH2:15][C@:14]([CH2:19][NH:20][CH2:21][C:22]4([CH3:34])[CH2:26][CH2:25][N:24]([C:27]([O:29][C:30]([CH3:33])([CH3:32])[CH3:31])=[O:28])[CH2:23]4)([OH:18])[CH2:13]3)[C:7]=2[CH:35]=1)#[N:2].C1N=CN([C:41](N2C=NC=C2)=[O:42])C=1. (3) Given the product [C:1]([C:5]1[CH:10]=[CH:9][C:8]([N:11]2[C:15](=[O:16])[C:14]([CH3:18])([CH3:17])[N:13]([CH2:19][C:20]3[CH:25]=[CH:24][N:23]=[C:22]([NH:28][C:27]([NH:36][CH2:35][CH2:34][CH2:33][N:32]([CH3:37])[CH3:31])=[O:26])[CH:21]=3)[C:12]2=[O:30])=[CH:7][CH:6]=1)([CH3:4])([CH3:3])[CH3:2], predict the reactants needed to synthesize it. The reactants are: [C:1]([C:5]1[CH:10]=[CH:9][C:8]([N:11]2[C:15](=[O:16])[C:14]([CH3:18])([CH3:17])[N:13]([CH2:19][C:20]3[CH:25]=[CH:24][N:23]4[O:26][C:27](=S)[N:28]=[C:22]4[CH:21]=3)[C:12]2=[O:30])=[CH:7][CH:6]=1)([CH3:4])([CH3:3])[CH3:2].[CH3:31][N:32]([CH3:37])[CH2:33][CH2:34][CH2:35][NH2:36]. (4) Given the product [CH3:1][O:2][C:3]1[CH:12]=[CH:11][C:6]2[N:7]=[C:8]([NH:10][C:13]([N:15]3[CH:19]=[CH:18][N:17]=[CH:16]3)=[S:14])[S:9][C:5]=2[CH:4]=1, predict the reactants needed to synthesize it. The reactants are: [CH3:1][O:2][C:3]1[CH:12]=[CH:11][C:6]2[N:7]=[C:8]([NH2:10])[S:9][C:5]=2[CH:4]=1.[C:13](N1C=CN=C1)([N:15]1[CH:19]=[CH:18][N:17]=[CH:16]1)=[S:14]. (5) Given the product [CH2:9]([S:8][C:5]1[CH:6]=[CH:7][C:2]([NH:1][C:37]2[C:46]([O:47][CH3:48])=[CH:45][C:44]3[C:39](=[CH:40][CH:41]=[CH:42][CH:43]=3)[CH:38]=2)=[C:3](/[CH:16]=[CH:17]/[C:18]([O:20][CH2:21][CH3:22])=[O:19])[CH:4]=1)[C:10]1[CH:15]=[CH:14][CH:13]=[CH:12][CH:11]=1, predict the reactants needed to synthesize it. The reactants are: [NH2:1][C:2]1[CH:7]=[CH:6][C:5]([S:8][CH2:9][C:10]2[CH:15]=[CH:14][CH:13]=[CH:12][CH:11]=2)=[CH:4][C:3]=1/[CH:16]=[CH:17]/[C:18]([O:20][CH2:21][CH3:22])=[O:19].C(=O)([O-])[O-].[Cs+].[Cs+].COC1CCCC1.Br[C:37]1[C:46]([O:47][CH3:48])=[CH:45][C:44]2[C:39](=[CH:40][CH:41]=[CH:42][CH:43]=2)[CH:38]=1. (6) Given the product [Cl:1][C:2]1[CH:7]=[C:6]([N:8]([CH2:9][C:10]2[CH:15]=[CH:14][C:13]([Cl:16])=[CH:12][C:11]=2[Cl:17])[C:21](=[O:22])[O:23][C:24]([CH3:27])([CH3:26])[CH3:25])[N:5]2[N:18]=[CH:19][CH:20]=[C:4]2[N:3]=1, predict the reactants needed to synthesize it. The reactants are: [Cl:1][C:2]1[CH:7]=[C:6]([NH:8][CH2:9][C:10]2[CH:15]=[CH:14][C:13]([Cl:16])=[CH:12][C:11]=2[Cl:17])[N:5]2[N:18]=[CH:19][CH:20]=[C:4]2[N:3]=1.[C:21](O[C:21]([O:23][C:24]([CH3:27])([CH3:26])[CH3:25])=[O:22])([O:23][C:24]([CH3:27])([CH3:26])[CH3:25])=[O:22]. (7) Given the product [C:1]([Cl:22])(=[O:18])[CH2:2][CH2:3][CH2:4][CH2:5][CH2:6][CH2:7][CH2:8][CH2:9][CH2:10][CH2:11][CH2:12][CH2:13][CH2:14][CH2:15][CH3:16], predict the reactants needed to synthesize it. The reactants are: [C:1]([OH:18])(=O)[CH2:2][CH2:3][CH2:4][CH2:5][CH2:6][CH2:7][CH2:8][CH2:9][CH2:10][CH2:11][CH2:12][CH2:13][CH2:14][CH2:15][CH3:16].C(Cl)(=O)C([Cl:22])=O.